Dataset: Forward reaction prediction with 1.9M reactions from USPTO patents (1976-2016). Task: Predict the product of the given reaction. (1) Given the reactants [Cl:1][C:2]1[C:11]2[NH:10][C:9](=[O:12])[C:8]3[S:13][CH:14]=[CH:15][C:7]=3[C:6]=2[C:5]([C:16]2[CH:21]=[CH:20][C:19]([C@H:22]([CH3:32])[CH2:23][NH:24]C(=O)OC(C)(C)C)=[CH:18][CH:17]=2)=[C:4]([O:33]C)[CH:3]=1.BrB(Br)Br, predict the reaction product. The product is: [ClH:1].[NH2:24][CH2:23][C@H:22]([C:19]1[CH:18]=[CH:17][C:16]([C:5]2[C:6]3[C:7]4[CH:15]=[CH:14][S:13][C:8]=4[C:9](=[O:12])[NH:10][C:11]=3[C:2]([Cl:1])=[CH:3][C:4]=2[OH:33])=[CH:21][CH:20]=1)[CH3:32]. (2) The product is: [C:1]([O:5][C:6](=[O:35])[N:7]([C:16]1[S:17][C@:18]2([CH2:32][O:33][CH3:34])[C@H:20]([C@:21]([C:24]3[C:25]([F:31])=[N:26][CH:27]=[C:28]([NH2:36])[CH:29]=3)([CH3:23])[N:22]=1)[CH2:19]2)[CH2:8][O:9][CH2:10][CH2:11][Si:12]([CH3:15])([CH3:14])[CH3:13])([CH3:4])([CH3:3])[CH3:2]. Given the reactants [C:1]([O:5][C:6](=[O:35])[N:7]([C:16]1[S:17][C@:18]2([CH2:32][O:33][CH3:34])[C@H:20]([C@:21]([C:24]3[C:25]([F:31])=[N:26][CH:27]=[C:28](Br)[CH:29]=3)([CH3:23])[N:22]=1)[CH2:19]2)[CH2:8][O:9][CH2:10][CH2:11][Si:12]([CH3:15])([CH3:14])[CH3:13])([CH3:4])([CH3:3])[CH3:2].[N-:36]=[N+]=[N-].[Na+].O[C@H]([C@@H]1C([O-])=C(O)C(=O)O1)CO.[Na+].CN[C@@H]1CCCC[C@H]1NC.[NH4+].[Cl-].CP(C)C, predict the reaction product. (3) Given the reactants Cl[CH2:2][C:3]1[N:12]=[C:11]([NH:13][C@@H:14]([CH:18]([CH3:20])[CH3:19])[C:15]([NH2:17])=[O:16])[C:10]2[C:5](=[CH:6][CH:7]=[CH:8][CH:9]=2)[N:4]=1.[C:21]1([N:27]2[CH2:32][CH2:31][NH:30][CH2:29][CH2:28]2)[CH:26]=[CH:25][CH:24]=[CH:23][CH:22]=1.C(=O)([O-])[O-].[K+].[K+], predict the reaction product. The product is: [CH3:19][CH:18]([CH3:20])[C@H:14]([NH:13][C:11]1[C:10]2[C:5](=[CH:6][CH:7]=[CH:8][CH:9]=2)[N:4]=[C:3]([CH2:2][N:30]2[CH2:31][CH2:32][N:27]([C:21]3[CH:26]=[CH:25][CH:24]=[CH:23][CH:22]=3)[CH2:28][CH2:29]2)[N:12]=1)[C:15]([NH2:17])=[O:16]. (4) Given the reactants Br[CH2:2][C:3]1[N:4]([CH3:28])[C:5]2[C:10]([N:11]=1)=[C:9]([N:12]1[CH2:17][CH2:16][O:15][CH2:14][CH2:13]1)[N:8]=[C:7]([N:18]1[C:22]3[CH:23]=[CH:24][CH:25]=[CH:26][C:21]=3[N:20]=[C:19]1[CH3:27])[N:6]=2.[C:29]1([CH:35]([NH2:37])[CH3:36])[CH:34]=[CH:33][CH:32]=[CH:31][CH:30]=1, predict the reaction product. The product is: [CH3:28][N:4]1[C:3]([CH2:2][NH:37][CH:35]([C:29]2[CH:34]=[CH:33][CH:32]=[CH:31][CH:30]=2)[CH3:36])=[N:11][C:10]2[C:5]1=[N:6][C:7]([N:18]1[C:22]3[CH:23]=[CH:24][CH:25]=[CH:26][C:21]=3[N:20]=[C:19]1[CH3:27])=[N:8][C:9]=2[N:12]1[CH2:17][CH2:16][O:15][CH2:14][CH2:13]1. (5) Given the reactants [CH3:1][CH:2]([C:6]1[C:10]([C:11]([O:13][CH2:14][CH3:15])=[O:12])=[CH:9][NH:8][N:7]=1)[CH2:3][CH2:4][CH3:5].Cl[C:17]1[CH:22]=[CH:21][C:20]([C:23]([F:26])([F:25])[F:24])=[CH:19][N:18]=1.C(=O)([O-])[O-].[K+].[K+].Cl, predict the reaction product. The product is: [CH3:1][CH:2]([C:6]1[C:10]([C:11]([O:13][CH2:14][CH3:15])=[O:12])=[CH:9][N:8]([C:17]2[CH:22]=[CH:21][C:20]([C:23]([F:26])([F:25])[F:24])=[CH:19][N:18]=2)[N:7]=1)[CH2:3][CH2:4][CH3:5]. (6) Given the reactants [F:1][C:2]([F:25])([F:24])[CH2:3][O:4][C:5]1[CH:10]=[CH:9][C:8]([O:11][CH2:12][C:13]([F:16])([F:15])[F:14])=[CH:7][C:6]=1[C:17]1[CH:22]=[CH:21][N:20]=[C:19](N)[N:18]=1.[ClH:26].N([O-])=O.[Na+], predict the reaction product. The product is: [F:1][C:2]([F:25])([F:24])[CH2:3][O:4][C:5]1[CH:10]=[CH:9][C:8]([O:11][CH2:12][C:13]([F:16])([F:15])[F:14])=[CH:7][C:6]=1[C:17]1[CH:22]=[CH:21][N:20]=[C:19]([Cl:26])[N:18]=1. (7) Given the reactants [CH2:1]([O:8][C:9]([N:11]1[CH2:22][C@@H:17]2[C@H:18]([O:19][CH2:20][CH3:21])[C@H:12]1[CH:13]([O:16]2)[O:14]C)=[O:10])[C:2]1[CH:7]=[CH:6][CH:5]=[CH:4][CH:3]=1.FC(F)(F)C(O)=O, predict the reaction product. The product is: [CH2:1]([O:8][C:9]([N:11]1[CH2:22][C@@H:17]([OH:16])[C@H:18]([O:19][CH2:20][CH3:21])[C@H:12]1[CH:13]=[O:14])=[O:10])[C:2]1[CH:3]=[CH:4][CH:5]=[CH:6][CH:7]=1. (8) Given the reactants C([C:3]1([OH:12])[CH2:11][C:10]2[C:5](=[CH:6][CH:7]=[CH:8][CH:9]=2)[CH2:4]1)=C.O=[O+][O-].O=O.OS([O-])=O.[Na+].S(=O)(O)[O-], predict the reaction product. The product is: [CH2:4]1[C:5]2[C:10](=[CH:9][CH:8]=[CH:7][CH:6]=2)[CH2:11][C:3]1=[O:12]. (9) Given the reactants O.[NH2:2][NH2:3].F[C:5]1[CH:12]=[CH:11][C:8]([C:9]#[N:10])=[CH:7][C:6]=1[CH3:13], predict the reaction product. The product is: [NH:2]([C:5]1[CH:12]=[CH:11][C:8]([C:9]#[N:10])=[CH:7][C:6]=1[CH3:13])[NH2:3].